This data is from Catalyst prediction with 721,799 reactions and 888 catalyst types from USPTO. The task is: Predict which catalyst facilitates the given reaction. (1) Reactant: [C:1]([O:4][CH2:5][C:6]1[NH:7][C:8]2[C:13]([C:14]=1[CH:15]=[O:16])=[CH:12][C:11]([O:17][CH3:18])=[CH:10][CH:9]=2)(=[O:3])[CH3:2].[N+:19]([O-])([OH:21])=[O:20].C([O-])(O)=O.[Na+]. Product: [C:1]([O:4][CH2:5][C:6]1[NH:7][C:8]2[C:13]([C:14]=1[CH:15]=[O:16])=[C:12]([N+:19]([O-:21])=[O:20])[C:11]([O:17][CH3:18])=[CH:10][CH:9]=2)(=[O:3])[CH3:2]. The catalyst class is: 2. (2) Reactant: C([O:3][C:4](=[O:26])[C@@H:5]([N:10]1[CH2:14][C:13]([O:15][C:16]2[CH:21]=[CH:20][CH:19]=[C:18]([CH:22]=[CH2:23])[C:17]=2[F:24])=[CH:12][C:11]1=[O:25])[CH2:6][CH:7]([CH3:9])[CH3:8])C.O.[OH-].[Li+]. Product: [F:24][C:17]1[C:18]([CH:22]=[CH2:23])=[CH:19][CH:20]=[CH:21][C:16]=1[O:15][C:13]1[CH2:14][N:10]([C@@H:5]([CH2:6][CH:7]([CH3:8])[CH3:9])[C:4]([OH:26])=[O:3])[C:11](=[O:25])[CH:12]=1. The catalyst class is: 7. (3) Reactant: [Cl:1][C:2]1[C:3]([N:12]2[CH2:17][CH2:16][CH:15]([N:18]3[CH2:22][CH2:21][C@H:20]([NH:23][C:24]4[CH:29]=[CH:28][C:27]([S:30]([CH3:33])(=[O:32])=[O:31])=[CH:26][C:25]=4[F:34])[C:19]3=[O:35])[CH2:14][CH2:13]2)=[N:4][CH:5]=[C:6]([CH:11]=1)[C:7]([O:9]C)=[O:8].[Li+].[OH-]. Product: [Cl:1][C:2]1[C:3]([N:12]2[CH2:13][CH2:14][CH:15]([N:18]3[CH2:22][CH2:21][C@H:20]([NH:23][C:24]4[CH:29]=[CH:28][C:27]([S:30]([CH3:33])(=[O:31])=[O:32])=[CH:26][C:25]=4[F:34])[C:19]3=[O:35])[CH2:16][CH2:17]2)=[N:4][CH:5]=[C:6]([CH:11]=1)[C:7]([OH:9])=[O:8]. The catalyst class is: 1.